Dataset: Reaction yield outcomes from USPTO patents with 853,638 reactions. Task: Predict the reaction yield, written as a fraction of the theoretical maximum amount of product (1.0 means a 100% yield; for example, 0.34 means a 34% yield). (1) The reactants are [OH:1][CH2:2][C@H:3]1[CH2:8][NH:7][CH2:6][CH2:5][N:4]1[C:9]([O:11][C:12]([CH3:15])([CH3:14])[CH3:13])=[O:10].[C:16]([Si:20](Cl)([CH3:22])[CH3:21])([CH3:19])([CH3:18])[CH3:17].N1C=CN=C1.C([O-])([O-])=O.[K+].[K+]. The catalyst is ClCCl. The product is [Si:20]([O:1][CH2:2][C@H:3]1[CH2:8][NH:7][CH2:6][CH2:5][N:4]1[C:9]([O:11][C:12]([CH3:15])([CH3:14])[CH3:13])=[O:10])([C:16]([CH3:19])([CH3:18])[CH3:17])([CH3:22])[CH3:21]. The yield is 0.600. (2) The reactants are [CH2:1]([C:3]([C:25]1[CH:30]=[CH:29][C:28](B2OC(C)(C)C(C)(C)O2)=[C:27]([CH3:40])[CH:26]=1)([C:6]1[CH:11]=[CH:10][C:9]([C:12]#[C:13][C:14]2([O:19][Si:20]([CH3:23])([CH3:22])[CH3:21])[CH2:18][CH2:17][CH2:16][CH2:15]2)=[C:8]([CH3:24])[CH:7]=1)[CH2:4][CH3:5])[CH3:2].[CH3:41][O:42][C:43](=[O:52])[CH2:44][C:45]1[CH:50]=[CH:49][C:48](Br)=[CH:47][N:46]=1.P([O-])([O-])([O-])=O.[K+].[K+].[K+].[Cl-].[NH4+]. The catalyst is CN(C)C=O. The product is [CH3:41][O:42][C:43](=[O:52])[CH2:44][C:45]1[CH:50]=[CH:49][C:48]([C:28]2[CH:29]=[CH:30][C:25]([C:3]([CH2:1][CH3:2])([C:6]3[CH:11]=[CH:10][C:9]([C:12]#[C:13][C:14]4([O:19][Si:20]([CH3:22])([CH3:21])[CH3:23])[CH2:18][CH2:17][CH2:16][CH2:15]4)=[C:8]([CH3:24])[CH:7]=3)[CH2:4][CH3:5])=[CH:26][C:27]=2[CH3:40])=[CH:47][N:46]=1. The yield is 0.280. (3) The reactants are [CH2:1]([C:3]1[CH:11]=[CH:10][C:6]([C:7]([OH:9])=[O:8])=[CH:5][CH:4]=1)[CH3:2].[N+:12]([O-])([OH:14])=[O:13]. The catalyst is S(=O)(=O)(O)O. The product is [CH2:1]([C:3]1[CH:11]=[CH:10][C:6]([C:7]([OH:9])=[O:8])=[CH:5][C:4]=1[N+:12]([O-:14])=[O:13])[CH3:2]. The yield is 0.980. (4) The reactants are [CH2:1]([O:3][C:4](=[O:10])[CH2:5][CH:6]1[CH2:9][O:8][CH2:7]1)[CH3:2].C[Si](C)(C)[N-][Si](C)(C)C.[Na+].C1(S(N2C(C3C=CC=CC=3)O2)(=O)=[O:28])C=CC=CC=1.[Cl-].[NH4+].Cl. The catalyst is O1CCCC1.O. The product is [CH2:1]([O:3][C:4](=[O:10])[CH:5]([OH:28])[CH:6]1[CH2:9][O:8][CH2:7]1)[CH3:2]. The yield is 0.600. (5) The catalyst is O1CCCC1. The reactants are [F:1][C:2]([F:20])([F:19])[CH2:3][N:4]1[C:9](=[O:10])[CH2:8][NH:7][C:6]([C:11]2[CH:16]=[C:15]([Cl:17])[CH:14]=[C:13]([Cl:18])[CH:12]=2)=[N:5]1.[H-].[Na+].Cl[C:24]([O:26][CH2:27][CH:28]=[CH2:29])=[O:25]. The product is [F:20][C:2]([F:1])([F:19])[CH2:3][N:4]1[C:9](=[O:10])[CH2:8][N:7]([C:24]([O:26][CH2:27][CH:28]=[CH2:29])=[O:25])[C:6]([C:11]2[CH:12]=[C:13]([Cl:18])[CH:14]=[C:15]([Cl:17])[CH:16]=2)=[N:5]1. The yield is 0.930. (6) The reactants are [CH3:1][N:2]1[CH:6]=[C:5]([CH2:7][C:8]2[C:9](=[O:18])[N:10]=[C:11]([NH:14][N+]([O-])=O)[NH:12][CH:13]=2)[CH:4]=[N:3]1.[Cl:19][C:20]1[CH:25]=[CH:24][C:23]([O:26][C:27]2[CH:32]=[CH:31][C:30]([CH2:33][CH2:34]N)=[CH:29][CH:28]=2)=[CH:22][C:21]=1[C:36]([F:39])([F:38])[F:37].[Cl:19][C:20]1[CH:25]=[CH:24][C:23]([O:26][C:27]2[CH:28]=[CH:29][C:30]([CH2:33][CH2:34]N)=[CH:31][CH:32]=2)=[CH:22][C:21]=1[C:36]([F:37])([F:38])[F:39]. The catalyst is C(O)C. The product is [Cl:19][C:20]1[CH:25]=[CH:24][C:23]([O:26][C:27]2[CH:28]=[CH:29][C:30]([CH2:33][CH2:34][NH:14][C:11]3[NH:12][CH:13]=[C:8]([CH2:7][C:5]4[CH:4]=[N:3][N:2]([CH3:1])[CH:6]=4)[C:9](=[O:18])[N:10]=3)=[CH:31][CH:32]=2)=[CH:22][C:21]=1[C:36]([F:37])([F:38])[F:39]. The yield is 0.352. (7) The reactants are [CH2:1]([C:3]1[C:8](=[O:9])[NH:7][C:6]([CH3:10])=[C:5]([C:11]2[S:15][C:14]([S:16](Cl)(=[O:18])=[O:17])=[CH:13][CH:12]=2)[CH:4]=1)[CH3:2].[OH:20][CH:21]1[CH2:26][CH2:25][NH:24][CH2:23][CH2:22]1. No catalyst specified. The product is [CH2:1]([C:3]1[C:8](=[O:9])[NH:7][C:6]([CH3:10])=[C:5]([C:11]2[S:15][C:14]([S:16]([N:24]3[CH2:25][CH2:26][CH:21]([OH:20])[CH2:22][CH2:23]3)(=[O:18])=[O:17])=[CH:13][CH:12]=2)[CH:4]=1)[CH3:2]. The yield is 0.636. (8) The reactants are [CH3:1][C:2]1([CH3:9])[CH2:7][CH2:6][CH2:5][C:4](=[O:8])[CH2:3]1.[CH3:10][O:11][C:12](=O)[O:13]C.[H-].[Na+]. The catalyst is O1CCCC1. The product is [CH3:1][C:2]1([CH3:9])[CH2:7][CH2:6][CH:5]([C:12]([O:11][CH3:10])=[O:13])[C:4](=[O:8])[CH2:3]1. The yield is 1.00. (9) The reactants are [NH2:1][C:2]1[S:6][C:5]([C:7]([O:9][C:10]([CH3:13])([CH3:12])[CH3:11])=[O:8])=[C:4]([CH3:14])[C:3]=1[C:15]#[N:16].[C:17]([N:25]=[C:26]=[O:27])(=[O:24])[C:18]1[CH:23]=[CH:22][CH:21]=[CH:20][CH:19]=1. The catalyst is O1CCOCC1.CCOC(C)=O. The product is [C:17]([NH:25][C:26](=[O:27])[NH:1][C:2]1[S:6][C:5]([C:7]([O:9][C:10]([CH3:12])([CH3:11])[CH3:13])=[O:8])=[C:4]([CH3:14])[C:3]=1[C:15]#[N:16])(=[O:24])[C:18]1[CH:23]=[CH:22][CH:21]=[CH:20][CH:19]=1. The yield is 0.840. (10) The reactants are [CH:1]1([N:7]([CH:19]2[CH2:24][CH2:23][CH2:22][CH2:21][CH2:20]2)[C:8](=[O:18])[NH:9][C:10]2[S:11][C:12]([C:15]([OH:17])=O)=[CH:13][N:14]=2)[CH2:6][CH2:5][CH2:4][CH2:3][CH2:2]1.N1([C:31](=[O:39])[CH2:32][N:33]2[CH2:38][CH2:37][NH:36][CH2:35][CH2:34]2)CCOCC1.CN(C([O:47]N1N=NC2C=CC=CC1=2)=[N+](C)C)C.F[P-](F)(F)(F)(F)F.CCN([CH:70]([CH3:72])C)C(C)C. The catalyst is CCOC(C)=O.CN(C=O)C. The product is [CH2:70]([O:47][C:31](=[O:39])[CH2:32][N:33]1[CH2:34][CH2:35][N:36]([C:15]([C:12]2[S:11][C:10]([NH:9][C:8]([N:7]([CH:19]3[CH2:20][CH2:21][CH2:22][CH2:23][CH2:24]3)[CH:1]3[CH2:6][CH2:5][CH2:4][CH2:3][CH2:2]3)=[O:18])=[N:14][CH:13]=2)=[O:17])[CH2:37][CH2:38]1)[CH3:72]. The yield is 0.490.